This data is from NCI-60 drug combinations with 297,098 pairs across 59 cell lines. The task is: Regression. Given two drug SMILES strings and cell line genomic features, predict the synergy score measuring deviation from expected non-interaction effect. Drug 1: C1CN1P(=S)(N2CC2)N3CC3. Drug 2: C1CC(C1)(C(=O)O)C(=O)O.[NH2-].[NH2-].[Pt+2]. Cell line: UACC-257. Synergy scores: CSS=3.89, Synergy_ZIP=-3.22, Synergy_Bliss=-1.07, Synergy_Loewe=-0.500, Synergy_HSA=0.144.